From a dataset of Forward reaction prediction with 1.9M reactions from USPTO patents (1976-2016). Predict the product of the given reaction. Given the reactants Cl.Cl.[NH2:3][C@H:4]([C@H:18]([C:20]1[C:28]2[C:23](=[CH:24][CH:25]=[CH:26][CH:27]=2)[NH:22][CH:21]=1)[CH3:19])[C:5]([NH:7][C:8]1[CH:13]=[CH:12][CH:11]=[C:10]([CH2:14][N:15]([CH3:17])[CH3:16])[CH:9]=1)=[O:6].[C:29]1([N:35]2[CH2:40][CH2:39][CH:38]([C:41](O)=[O:42])[CH2:37][CH2:36]2)[CH:34]=[CH:33][CH:32]=[CH:31][CH:30]=1.CCN=C=NCCCN(C)C.C1C=CC2N(O)N=NC=2C=1, predict the reaction product. The product is: [CH3:16][N:15]([CH2:14][C:10]1[CH:9]=[C:8]([NH:7][C:5]([C@H:4]([NH:3][C:41]([CH:38]2[CH2:37][CH2:36][N:35]([C:29]3[CH:34]=[CH:33][CH:32]=[CH:31][CH:30]=3)[CH2:40][CH2:39]2)=[O:42])[C@H:18]([C:20]2[C:28]3[C:23](=[CH:24][CH:25]=[CH:26][CH:27]=3)[NH:22][CH:21]=2)[CH3:19])=[O:6])[CH:13]=[CH:12][CH:11]=1)[CH3:17].